From a dataset of Peptide-MHC class I binding affinity with 185,985 pairs from IEDB/IMGT. Regression. Given a peptide amino acid sequence and an MHC pseudo amino acid sequence, predict their binding affinity value. This is MHC class I binding data. (1) The peptide sequence is YIITEFMTY. The MHC is HLA-B15:01 with pseudo-sequence HLA-B15:01. The binding affinity (normalized) is 0.744. (2) The peptide sequence is CELSSHGDL. The MHC is HLA-A26:01 with pseudo-sequence HLA-A26:01. The binding affinity (normalized) is 0.213. (3) The peptide sequence is ATSLDVINY. The MHC is HLA-A33:01 with pseudo-sequence HLA-A33:01. The binding affinity (normalized) is 0. (4) The peptide sequence is GSSQVLQQS. The MHC is HLA-A01:01 with pseudo-sequence HLA-A01:01. The binding affinity (normalized) is 0.00748. (5) The MHC is HLA-A80:01 with pseudo-sequence HLA-A80:01. The binding affinity (normalized) is 0.0847. The peptide sequence is MHDPHSIPL. (6) The peptide sequence is VIFNTKPI. The MHC is H-2-Db with pseudo-sequence H-2-Db. The binding affinity (normalized) is 0.154.